From a dataset of Catalyst prediction with 721,799 reactions and 888 catalyst types from USPTO. Predict which catalyst facilitates the given reaction. (1) Reactant: [C:1]([C:5]1[CH:10]=[CH:9][C:8]([C:11]2[N:15]=[C:14]([C:16]3[S:17][C:18]([C:27]([F:30])([F:29])[F:28])=[C:19]([C:21]4[CH:26]=[CH:25][CH:24]=[CH:23][CH:22]=4)[CH:20]=3)[O:13][N:12]=2)=[CH:7][CH:6]=1)(OC)=[O:2].CC(C[AlH]CC(C)C)C. Product: [OH:2][CH2:1][C:5]1[CH:10]=[CH:9][C:8]([C:11]2[N:15]=[C:14]([C:16]3[S:17][C:18]([C:27]([F:30])([F:29])[F:28])=[C:19]([C:21]4[CH:26]=[CH:25][CH:24]=[CH:23][CH:22]=4)[CH:20]=3)[O:13][N:12]=2)=[CH:7][CH:6]=1. The catalyst class is: 2. (2) Reactant: [C:1]([O:5][C:6]([C:8]1([CH2:11][CH:12]=O)[CH2:10][CH2:9]1)=[O:7])([CH3:4])([CH3:3])[CH3:2].[C:14]([O:18][C:19](=[O:29])[CH2:20][NH:21][CH2:22][C:23]1[CH:28]=[CH:27][CH:26]=[CH:25][CH:24]=1)([CH3:17])([CH3:16])[CH3:15].C(O[BH-](OC(=O)C)OC(=O)C)(=O)C.[Na+].CC(O)=O.C([O-])(O)=O.[Na+]. Product: [C:1]([O:5][C:6]([C:8]1([CH2:11][CH2:12][N:21]([CH2:22][C:23]2[CH:28]=[CH:27][CH:26]=[CH:25][CH:24]=2)[CH2:20][C:19]([O:18][C:14]([CH3:17])([CH3:15])[CH3:16])=[O:29])[CH2:9][CH2:10]1)=[O:7])([CH3:2])([CH3:3])[CH3:4]. The catalyst class is: 260. (3) Reactant: [CH:1]1[C:6](N=C=S)=[CH:5][C:4]2[C:10]([O:12][C:13]3([C:23]4[CH:24]=[CH:25][C:26]([OH:28])=[CH:27][C:22]=4[O:21][C:15]4[CH:16]=[C:17]([OH:20])[CH:18]=[CH:19][C:14]3=4)[C:3]=2[CH:2]=1)=[O:11].ClCCl. Product: [CH:1]1[CH:6]=[CH:5][C:4]([C:10]([OH:12])=[O:11])=[C:3]([C:13]2[C:14]3[CH:19]=[CH:18][C:17]([OH:20])=[CH:16][C:15]=3[O:21][C:22]3[C:23]=2[CH:24]=[CH:25][C:26]([CH:27]=3)=[O:28])[CH:2]=1. The catalyst class is: 5. (4) Reactant: [NH2:1][C@H:2]1[CH2:7][CH2:6][CH2:5][CH2:4][C@H:3]1[N:8]1[CH2:12][CH2:11][C@@H:10]([NH:13][C:14](=[O:29])[CH2:15][NH:16][C:17](=[O:28])[C:18]2[CH:23]=[CH:22][CH:21]=[C:20]([C:24]([F:27])([F:26])[F:25])[CH:19]=2)[CH2:9]1.[C:30](O)(=[O:37])[C:31]1[CH:36]=[CH:35][CH:34]=[CH:33][CH:32]=1.CCN(CC)CC.C(Cl)CCl.C1C=CC2N(O)N=NC=2C=1. Product: [C:30]([NH:1][C@H:2]1[CH2:7][CH2:6][CH2:5][CH2:4][C@H:3]1[N:8]1[CH2:12][CH2:11][C@@H:10]([NH:13][C:14](=[O:29])[CH2:15][NH:16][C:17](=[O:28])[C:18]2[CH:23]=[CH:22][CH:21]=[C:20]([C:24]([F:26])([F:27])[F:25])[CH:19]=2)[CH2:9]1)(=[O:37])[C:31]1[CH:36]=[CH:35][CH:34]=[CH:33][CH:32]=1. The catalyst class is: 91. (5) Reactant: Cl[C:2]1[N:7]=[CH:6][N:5]=[C:4]([NH:8][C:9]2[CH:18]=[C:17]3[C:12]([CH:13]=[CH:14][CH:15]=[N:16]3)=[CH:11][CH:10]=2)[CH:3]=1.[F:19][C:20]([F:28])([F:27])[CH:21]1[CH2:26][CH2:25][NH:24][CH2:23][CH2:22]1.C([O-])([O-])=O.[K+].[K+]. Product: [N:16]1[C:17]2[C:12](=[CH:11][CH:10]=[C:9]([NH:8][C:4]3[CH:3]=[C:2]([N:24]4[CH2:25][CH2:26][CH:21]([C:20]([F:28])([F:27])[F:19])[CH2:22][CH2:23]4)[N:7]=[CH:6][N:5]=3)[CH:18]=2)[CH:13]=[CH:14][CH:15]=1. The catalyst class is: 3.